From a dataset of Full USPTO retrosynthesis dataset with 1.9M reactions from patents (1976-2016). Predict the reactants needed to synthesize the given product. Given the product [Cl:1][C:2]1[CH:7]=[CH:6][C:5]([C:8]2[C:12]([CH2:13][O:14][C:15]3[C:20]([F:21])=[CH:19][C:18]([C:39]#[C:38][CH2:37][OH:36])=[CH:17][C:16]=3[F:23])=[C:11]([C:24]([F:27])([F:26])[F:25])[S:10][N:9]=2)=[CH:4][CH:3]=1, predict the reactants needed to synthesize it. The reactants are: [Cl:1][C:2]1[CH:7]=[CH:6][C:5]([C:8]2[C:12]([CH2:13][O:14][C:15]3[C:20]([F:21])=[CH:19][C:18](I)=[CH:17][C:16]=3[F:23])=[C:11]([C:24]([F:27])([F:26])[F:25])[S:10][N:9]=2)=[CH:4][CH:3]=1.C([O-])([O-])=O.[Cs+].[Cs+].C[Si](C)(C)[O:36][CH2:37][C:38]#[CH:39].